From a dataset of Full USPTO retrosynthesis dataset with 1.9M reactions from patents (1976-2016). Predict the reactants needed to synthesize the given product. (1) Given the product [CH3:7][C:8]1[CH:9]2[CH2:15][CH:12]([C:13]=1[CH3:14])[CH2:11][CH2:10]2, predict the reactants needed to synthesize it. The reactants are: [O-2].[O-2].[O-2].[Al+3].[Al+3].O[CH2:7][CH:8]1[CH:13]([CH3:14])[CH:12]2[CH2:15][CH:9]1[CH2:10][CH2:11]2.C=C1C(C)C2CC1CC2. (2) The reactants are: [Cl:1][C:2]1[CH:3]=[C:4]2[C:8](=[CH:9][CH:10]=1)[N:7]([C:11]1[CH:16]=[CH:15][C:14]([N+:17]([O-])=O)=[CH:13][C:12]=1[Cl:20])[CH:6]=[C:5]2[C:21](=[O:23])[CH3:22].[H][H]. Given the product [NH2:17][C:14]1[CH:15]=[CH:16][C:11]([N:7]2[C:8]3[C:4](=[CH:3][C:2]([Cl:1])=[CH:10][CH:9]=3)[C:5]([C:21](=[O:23])[CH3:22])=[CH:6]2)=[C:12]([Cl:20])[CH:13]=1, predict the reactants needed to synthesize it. (3) Given the product [Br:24][C:20]1[N:19]=[C:18]([CH2:17][N:8]2[C:9]3[C:14](=[CH:13][CH:12]=[CH:11][CH:10]=3)[C:15](=[O:16])[C:6]([C:4]([C:27]3[CH:28]=[CH:29][C:30]([O:34][CH3:35])=[C:31]([CH3:33])[N:32]=3)=[O:5])=[CH:7]2)[CH:23]=[CH:22][CH:21]=1, predict the reactants needed to synthesize it. The reactants are: CON(C)[C:4]([C:6]1[C:15](=[O:16])[C:14]2[C:9](=[CH:10][CH:11]=[CH:12][CH:13]=2)[N:8]([CH2:17][C:18]2[CH:23]=[CH:22][CH:21]=[C:20]([Br:24])[N:19]=2)[CH:7]=1)=[O:5].I[C:27]1[N:32]=[C:31]([CH3:33])[C:30]([O:34][CH3:35])=[CH:29][CH:28]=1.C([Mg]Cl)(C)C.